The task is: Predict the product of the given reaction.. This data is from Forward reaction prediction with 1.9M reactions from USPTO patents (1976-2016). (1) The product is: [F:26][C:5]1[CH:4]=[CH:3][C:2](/[CH:33]=[CH:32]/[C:31]2[CH:37]=[CH:38][C:28]([F:27])=[CH:29][CH:30]=2)=[CH:7][C:6]=1[C@:8]1([CH3:25])[CH2:16][C:12]2([CH2:15][CH2:14][CH2:13]2)[O:11][C:10]([NH:17][C:18](=[O:24])[O:19][C:20]([CH3:23])([CH3:22])[CH3:21])=[N:9]1. Given the reactants Br[C:2]1[CH:3]=[CH:4][C:5]([F:26])=[C:6]([C@:8]2([CH3:25])[CH2:16][C:12]3([CH2:15][CH2:14][CH2:13]3)[O:11][C:10]([NH:17][C:18](=[O:24])[O:19][C:20]([CH3:23])([CH3:22])[CH3:21])=[N:9]2)[CH:7]=1.[F:27][C:28]1[CH:38]=[CH:37][C:31](/[CH:32]=[CH:33]/B(O)O)=[CH:30][CH:29]=1.C(=O)([O-])[O-].[Cs+].[Cs+], predict the reaction product. (2) Given the reactants [CH3:1][NH:2][CH2:3][CH:4]1[CH2:8][C:7]2[CH:9]=[CH:10][CH:11]=[C:12]([C:13]3[C:18]([Cl:19])=[CH:17][C:16]([Cl:20])=[CH:15][C:14]=3[Cl:21])[C:6]=2[O:5]1.C(N(C(C)C)CC)(C)C.Cl[C:32]([O:34][CH2:35][C:36]1[CH:41]=[CH:40][CH:39]=[CH:38][CH:37]=1)=[O:33].C(OC(=O)NCC1CC2C=CC=C(C3CCCC3)C=2O1)C1C=CC=CC=1, predict the reaction product. The product is: [CH3:1][N:2]([CH2:3][CH:4]1[CH2:8][C:7]2[CH:9]=[CH:10][CH:11]=[C:12]([C:13]3[C:14]([Cl:21])=[CH:15][C:16]([Cl:20])=[CH:17][C:18]=3[Cl:19])[C:6]=2[O:5]1)[C:32](=[O:33])[O:34][CH2:35][C:36]1[CH:41]=[CH:40][CH:39]=[CH:38][CH:37]=1.